This data is from Full USPTO retrosynthesis dataset with 1.9M reactions from patents (1976-2016). The task is: Predict the reactants needed to synthesize the given product. (1) Given the product [CH:24]([C:27]1[CH:28]=[CH:29][C:30]([CH2:33][CH2:34][CH2:35][N:2]([CH3:1])[C@H:3]2[CH2:4][CH2:5][C@H:6]([C:9]3[CH:18]=[CH:17][C:12]4[NH:13][C:14](=[O:16])[O:15][C:11]=4[CH:10]=3)[CH2:7][CH2:8]2)=[CH:31][CH:32]=1)([CH3:25])[CH3:26], predict the reactants needed to synthesize it. The reactants are: [CH3:1][NH:2][C@H:3]1[CH2:8][CH2:7][C@H:6]([C:9]2[CH:18]=[CH:17][C:12]3[NH:13][C:14](=[O:16])[O:15][C:11]=3[CH:10]=2)[CH2:5][CH2:4]1.C([O-])(O)=O.[Na+].[CH:24]([C:27]1[CH:32]=[CH:31][C:30]([CH2:33][CH2:34][CH:35]=O)=[CH:29][CH:28]=1)([CH3:26])[CH3:25].[BH-](OC(C)=O)(OC(C)=O)OC(C)=O.[Na+].[OH-].[Na+]. (2) Given the product [Cl:1][C:2]1[S:6][C:5]([C:7]([NH:9][C@H:10]([CH3:18])[C:11]([OH:13])=[O:12])=[O:8])=[CH:4][CH:3]=1, predict the reactants needed to synthesize it. The reactants are: [Cl:1][C:2]1[S:6][C:5]([C:7]([NH:9][C@H:10]([CH3:18])[C:11]([O:13]C(C)(C)C)=[O:12])=[O:8])=[CH:4][CH:3]=1.C(O)(C(F)(F)F)=O. (3) Given the product [CH3:5][N:6]1[C:10]2[CH:11]=[C:12]([O:15][C:16]3[CH:21]=[CH:20][CH:19]=[C:18]([N:22]4[CH2:23][CH2:24][O:25][CH2:26][CH2:27]4)[CH:17]=3)[CH:13]=[CH:14][C:9]=2[N:8]=[C:7]1[CH2:28][O:29][C:30]1[CH:31]=[C:32]([CH:37]=[CH:38][CH:39]=1)[C:33]([OH:35])=[O:34], predict the reactants needed to synthesize it. The reactants are: [OH-].[Na+].Cl.Cl.[CH3:5][N:6]1[C:10]2[CH:11]=[C:12]([O:15][C:16]3[CH:21]=[CH:20][CH:19]=[C:18]([N:22]4[CH2:27][CH2:26][O:25][CH2:24][CH2:23]4)[CH:17]=3)[CH:13]=[CH:14][C:9]=2[N:8]=[C:7]1[CH2:28][O:29][C:30]1[CH:31]=[C:32]([CH:37]=[CH:38][CH:39]=1)[C:33]([O:35]C)=[O:34].Cl. (4) Given the product [NH:8]1[CH2:12][CH2:11][C@H:10]([O:13][C:14]2[CH:15]=[N:16][CH:17]=[CH:18][CH:19]=2)[CH2:9]1, predict the reactants needed to synthesize it. The reactants are: C(OC([N:8]1[CH2:12][CH2:11][C@H:10]([O:13][C:14]2[CH:15]=[N:16][CH:17]=[CH:18][CH:19]=2)[CH2:9]1)=O)(C)(C)C.FC(F)(F)C(O)=O. (5) The reactants are: CS(O[CH2:6][C:7]1([C:12]#[N:13])[CH2:10][C:9](=[CH2:11])[CH2:8]1)(=O)=O.[C-]#N.[K+].[CH3:17][N:18](C)C=O. Given the product [C:17]([CH2:6][C:7]1([C:12]#[N:13])[CH2:10][C:9](=[CH2:11])[CH2:8]1)#[N:18], predict the reactants needed to synthesize it. (6) Given the product [C:2]([C:6]1[CH:14]=[CH:13][C:9]([C:10]([OH:12])=[O:11])=[C:8]([CH2:15][C:16]([OH:19])=[O:17])[CH:7]=1)([CH3:5])([CH3:4])[CH3:3], predict the reactants needed to synthesize it. The reactants are: [Li].[C:2]([C:6]1[CH:14]=[CH:13][C:9]([C:10]([OH:12])=[O:11])=[C:8]([CH3:15])[CH:7]=1)([CH3:5])([CH3:4])[CH3:3].[C:16](=O)([O:19]C)[O:17]C. (7) The reactants are: [S:1]1[C:5]2[CH:6]=[CH:7][CH:8]=[CH:9][C:4]=2[CH:3]=[C:2]1[CH2:10]O.CS(OS(C)(=O)=O)(=O)=O.CC(=O)OCC.[N:27]1[CH:32]=[CH:31][CH:30]=[CH:29][C:28]=1[N:33]1[CH2:38][CH2:37][NH:36][CH2:35][CH2:34]1. Given the product [S:1]1[C:5]2[CH:6]=[CH:7][CH:8]=[CH:9][C:4]=2[CH:3]=[C:2]1[CH2:10][N:36]1[CH2:37][CH2:38][N:33]([C:28]2[CH:29]=[CH:30][CH:31]=[CH:32][N:27]=2)[CH2:34][CH2:35]1, predict the reactants needed to synthesize it. (8) Given the product [O:26]=[C:20]([NH:11][C:2]1[CH:3]=[CH:4][C:5]2[C:10](=[CH:9][CH:8]=[CH:7][CH:6]=2)[N:1]=1)[C:21]([O:23][CH2:24][CH3:25])=[O:22], predict the reactants needed to synthesize it. The reactants are: [N:1]1[C:10]2[C:5](=[CH:6][CH:7]=[CH:8][CH:9]=2)[CH:4]=[CH:3][C:2]=1[NH2:11].C(N(CC)CC)C.Cl[C:20](=[O:26])[C:21]([O:23][CH2:24][CH3:25])=[O:22]. (9) Given the product [Br:1][C:2]1[CH:11]=[CH:10][CH:9]=[C:8]2[C:3]=1[C:4]([C:12]([NH2:17])=[O:14])=[CH:5][N:6]=[CH:7]2, predict the reactants needed to synthesize it. The reactants are: [Br:1][C:2]1[CH:11]=[CH:10][CH:9]=[C:8]2[C:3]=1[C:4]([C:12]([OH:14])=O)=[CH:5][N:6]=[CH:7]2.CC[N:17](C(C)C)C(C)C.C1C=CC2N(O)N=NC=2C=1.CCN=C=NCCCN(C)C.Cl. (10) Given the product [NH2:1][CH2:4][CH2:5][C:6]1[C:15]2[CH2:14][S:13][N:12]=[C:11]([NH:16][C:17](=[O:23])[O:18][C:19]([CH3:20])([CH3:21])[CH3:22])[C:10]3=[N:24][N:25]([CH2:27][C:28]4[C:33]([CH3:34])=[C:32]([O:35][CH3:36])[C:31]([CH3:37])=[CH:30][N:29]=4)[N:26]=[C:8]([C:9]=23)[CH:7]=1, predict the reactants needed to synthesize it. The reactants are: [N:1]([CH2:4][CH2:5][C:6]1[C:15]2[CH2:14][S:13][N:12]=[C:11]([NH:16][C:17](=[O:23])[O:18][C:19]([CH3:22])([CH3:21])[CH3:20])[C:10]3=[N:24][N:25]([CH2:27][C:28]4[C:33]([CH3:34])=[C:32]([O:35][CH3:36])[C:31]([CH3:37])=[CH:30][N:29]=4)[N:26]=[C:8]([C:9]=23)[CH:7]=1)=[N+]=[N-].C1(P(C2C=CC=CC=2)C2C=CC=CC=2)C=CC=CC=1.O1CCCC1.[OH-].[Na+].